This data is from Drug-target binding data from BindingDB using IC50 measurements. The task is: Regression. Given a target protein amino acid sequence and a drug SMILES string, predict the binding affinity score between them. We predict pIC50 (pIC50 = -log10(IC50 in M); higher means more potent). Dataset: bindingdb_ic50. (1) The drug is C=CC(=O)N[C@@H]1[C@@H](O)CC(O)(C(=O)O)O[C@H]1[C@H](O)[C@H](O)CO. The target protein (P03452) has sequence MKANLLVLLCALAAADADTICIGYHANNSTDTVDTVLEKNVTVTHSVNLLEDSHNGKLCRLKGIAPLQLGKCNIAGWLLGNPECDPLLPVRSWSYIVETPNSENGICYPGDFIDYEELREQLSSVSSFERFEIFPKESSWPNHNTNGVTAACSHEGKSSFYRNLLWLTEKEGSYPKLKNSYVNKKGKEVLVLWGIHHPPNSKEQQNLYQNENAYVSVVTSNYNRRFTPEIAERPKVRDQAGRMNYYWTLLKPGDTIIFEANGNLIAPMYAFALSRGFGSGIITSNASMHECNTKCQTPLGAINSSLPYQNIHPVTIGECPKYVRSAKLRMVTGLRNIPSIQSRGLFGAIAGFIEGGWTGMIDGWYGYHHQNEQGSGYAADQKSTQNAINGITNKVNTVIEKMNIQFTAVGKEFNKLEKRMENLNKKVDDGFLDIWTYNAELLVLLENERTLDFHDSNVKNLYEKVKSQLKNNAKEIGNGCFEFYHKCDNECMESVRNGTY.... The pIC50 is 3.6. (2) The small molecule is N#Cc1ccc(NCCNCC(=O)N2CCC[C@H]2C#N)nc1. The target protein (P81425) has sequence MKTPWKVLLGLLAIAALVTVITVPVVLLTKGNDASTDSRRTYTLADYLKNTFRMKFYNLRWVSDHEYLYKQENNILLFNAEYGNSSIFLENSTFDEFGHSINDYSVSPDRQYILFEYNYVKQWRHSYTASYDIYDLNKRQLITEERIPNNTQWITWSSVGHKLAYVWNNDIYVKNEPNSPSQRITWTGKKDVIYNGITDWVYEEEVFSAYSALWWSPNSTFLAYAQFNDTEVPLIEYSFYSDESLQYPKTVKIPYPKAGAVNPTIKFFVVNISSLSPNINATSQQIVPPGSVLIGDHYLCDVTWVTEERISLQWLRRIQNYSIMDICDYDRSTGRWISSVGRQHIEISTTGWVGRFRPAEPHFTSDGNSFYKIISNEEGYKHICHFQTDKRNCTFITKGAWEVIGIEALTSDYLYYISNEYKGMPGARNLYKIQLNDYTKVTCLSCELNPDRCQYYSVSFSQEAKYYQLRCSGPGLPLYTLHNSNNDKELRVLENNSDLD.... The pIC50 is 4.0. (3) The drug is Cn1ccc(Nc2cnc3[nH]cc(C(=O)NC(C)(C)C)c3n2)n1. The target protein sequence is PKEVYLDRKLLTLEDKELGSGNFGTVKKGYYQMKKVVKTVAVKILKNEANDPALKDELLAEANVMQQLDNPYIVRMIGICEAESWMLVMEMAELGPLNKYLQQNRHVKDKNIIELVHQVSMGMKYLEESNFVHRDLAARNVLLVTQHYAKISDFGLSKALRADENYYKAQTHGKWPVKWYAPECINYYKFSSKSDVWSFGVLMWEAFSYGQKPYRGMKGSEVTAMLEKGERMGCPAGCPREMYDLMNLCWTYDVENRPGFAAVELRLRNYYYDVVN. The pIC50 is 7.7. (4) The target protein sequence is MMHVNNFPFRRHSWICFDVDNGTSAGRSPLDPMTSPGSGLILQANFVHSQRRESFLYRSDSDYDLSPKSMSRNSSIASDIHGDDLIVTPFAQVLASLRTVRNNFAALTNLQDRAPSKRSPMCNQPSINKATITEEAYQKLASETLEELDWCLDQLETLQTRHSVSEMASNKFKRMLNRELTHLSEMSRSGNQVSEFISNTFLDKQHEVEIPSPTQKEKEKKKRPMSQISGVKKLMHSSSLTNSSIPRFGVKTEQEDVLAKELEDVNKWGLHVFRIAELSGNRPLTVIMHTIFQERDLLKTFKIPVDTLITYLMTLEDHYHADVAYHNNIHAADVVQSTHVLLSTPALEAVFTDLEILAAIFASAIHDVDHPGVSNQFLINTNSELALMYNDSSVLENHHLAVGFKLLQEENCDIFQNLTKKQRQSLRKMVIDIVLATDMSKHMNLLADLKTMVETKKVTSSGVLLLDNYSDRIQVLQNMVHCADLSNPTKPLQLYRQWTD.... The pIC50 is 6.6. The compound is CCCc1ncc(Cc2cnc3ccc(O)c(C(F)(F)F)c3c2)c2cc(OC)c(OC)cc12. (5) The small molecule is CCCCCCCCCCCCn1nnc(N(C(=O)Nc2c(C(C)C)cccc2C(C)C)C2CCCCC2)n1. The target protein (Q61263) has sequence MSLRNRLSKSGENPEQDEAQKNFMDTYRNGHITMKQLIAKKRLLAAEAEELKPLFMKEVGCHFDDFVTNLIEKSASLDNGGCALTTFSILEEMKKNHRAKDLRAPPEQGKIFISRQSLLDELFEVDHIRTIYHMFIALLILFVLSTIVVDYIDEGRLVLEFNLLAYAFGKFPTVIWTWWAMFLSTLSIPYFLFQRWAHGYSKSSHPLIYSLVHGLLFLVFQLGVLGFVPTYVVLAYTLPPASRFILILEQIRLIMKAHSFVRENIPRVLNAAKEKSSKDPLPTVNQYLYFLFAPTLIYRDNYPRTPTVRWGYVAMQFLQVFGCLFYVYYIFERLCAPLFRNIKQEPFSARVLVLCVFNSILPGVLILFLSFFAFLHCWLNAFAEMLRFGDRMFYKDWWNSTSYSNYYRTWNVVVHDWLYYYVYKDLLWFFSKRFKSAAMLAVFALSAVVHEYALAICLSYFYPVLFVLFMFFGMAFNFIVNDSRKRPIWNIMVWASLFLG.... The pIC50 is 5.5.